From a dataset of Full USPTO retrosynthesis dataset with 1.9M reactions from patents (1976-2016). Predict the reactants needed to synthesize the given product. Given the product [CH2:1]([O:3][C:4](=[O:35])[CH2:5][O:6][C:7]1[CH:12]=[CH:11][C:10]([C:13]([CH3:32])([CH3:33])[CH2:14][C:16]2[S:17][C:18]([C:22]3[CH:23]=[CH:24][C:25]([C:28]([F:29])([F:30])[F:31])=[CH:26][CH:27]=3)=[CH:19][C:20]=2[CH3:21])=[CH:9][C:8]=1[CH3:34])[CH3:2], predict the reactants needed to synthesize it. The reactants are: [CH2:1]([O:3][C:4](=[O:35])[CH2:5][O:6][C:7]1[CH:12]=[CH:11][C:10]([C:13]([CH3:33])([CH3:32])[C:14]([C:16]2[S:17][C:18]([C:22]3[CH:27]=[CH:26][C:25]([C:28]([F:31])([F:30])[F:29])=[CH:24][CH:23]=3)=[CH:19][C:20]=2[CH3:21])=O)=[CH:9][C:8]=1[CH3:34])[CH3:2].FC(F)(F)C(O)=O.C([SiH](CC)CC)C.